Dataset: Full USPTO retrosynthesis dataset with 1.9M reactions from patents (1976-2016). Task: Predict the reactants needed to synthesize the given product. (1) Given the product [Br:36][C:34]1[CH:33]=[CH:32][C:28]([C:29](=[O:30])[NH2:31])=[C:27]([NH:26][C:2]([CH:4]2[CH2:8][CH2:7][CH2:6][N:5]2[C:9]([O:11][CH2:12][CH:13]2[C:25]3[CH:24]=[CH:23][CH:22]=[CH:21][C:20]=3[C:19]3[C:14]2=[CH:15][CH:16]=[CH:17][CH:18]=3)=[O:10])=[O:3])[CH:35]=1, predict the reactants needed to synthesize it. The reactants are: Cl[C:2]([CH:4]1[CH2:8][CH2:7][CH2:6][N:5]1[C:9]([O:11][CH2:12][CH:13]1[C:25]2[CH:24]=[CH:23][CH:22]=[CH:21][C:20]=2[C:19]2[C:14]1=[CH:15][CH:16]=[CH:17][CH:18]=2)=[O:10])=[O:3].[NH2:26][C:27]1[CH:35]=[C:34]([Br:36])[CH:33]=[CH:32][C:28]=1[C:29]([NH2:31])=[O:30].CCN(CC)CC. (2) Given the product [NH2:7][CH:8]([C:10]1[N:21]([C:22]2[CH:27]=[C:26]([F:28])[CH:25]=[C:24]([F:29])[CH:23]=2)[C:12](=[O:11])[C:13]2[C:14](=[CH:16][CH:17]=[CH:18][C:19]=2[Cl:20])[N:15]=1)[CH3:9], predict the reactants needed to synthesize it. The reactants are: C(OC(=O)[NH:7][CH:8]([C:10]1[O:11][C:12](=[N:21][C:22]2[CH:27]=[C:26]([F:28])[CH:25]=[C:24]([F:29])[CH:23]=2)[C:13]2[C:19]([Cl:20])=[CH:18][CH:17]=[CH:16][C:14]=2[N:15]=1)[CH3:9])(C)(C)C.